From a dataset of Forward reaction prediction with 1.9M reactions from USPTO patents (1976-2016). Predict the product of the given reaction. (1) Given the reactants [O:1]=[S:2]1(=[O:17])[CH2:6][CH2:5][CH2:4][N:3]1[C:7]1[CH:15]=[CH:14][C:10]([C:11]([OH:13])=O)=[C:9]([F:16])[CH:8]=1.[CH3:18][C:19]1[C:24]([N:25]2[CH2:30][CH2:29][NH:28][CH2:27][CH2:26]2)=[CH:23][CH:22]=[C:21]([CH3:31])[N:20]=1, predict the reaction product. The product is: [CH3:18][C:19]1[C:24]([N:25]2[CH2:30][CH2:29][N:28]([C:11]([C:10]3[CH:14]=[CH:15][C:7]([N:3]4[CH2:4][CH2:5][CH2:6][S:2]4(=[O:1])=[O:17])=[CH:8][C:9]=3[F:16])=[O:13])[CH2:27][CH2:26]2)=[CH:23][CH:22]=[C:21]([CH3:31])[N:20]=1. (2) Given the reactants S(C1CC(=O)N(O)C1=O)(O)(=O)=O.Cl.C(N=C=NCCCN(C)C)C.Cl.[OH:26][CH:27]1[O:35][C@H:34]([CH2:36][OH:37])[C@@H:32]([OH:33])[C@H:30]([OH:31])[C@H:28]1[NH2:29].[Sn](Cl)Cl.O=C([O-])[C@@H]([C@H]([C@@H]([C@@H](CO)O)O)O)O, predict the reaction product. The product is: [OH:26][CH:27]1[O:35][C@H:34]([CH2:36][OH:37])[C@@H:32]([OH:33])[C@H:30]([OH:31])[C@H:28]1[NH2:29]. (3) Given the reactants COC1C=CC(C[NH:8][C:9]2[C:14]([C:15]3[N:16]=[C:17]4[N:21]([CH:22]=3)[C:20]([CH2:23][N:24]3[CH2:29][CH2:28][O:27][CH2:26][CH2:25]3)=[CH:19][S:18]4)=[CH:13][CH:12]=[CH:11][N:10]=2)=CC=1.C([SiH](CC)CC)C.FC(F)(F)C(O)=O, predict the reaction product. The product is: [N:24]1([CH2:23][C:20]2[N:21]3[CH:22]=[C:15]([C:14]4[C:9]([NH2:8])=[N:10][CH:11]=[CH:12][CH:13]=4)[N:16]=[C:17]3[S:18][CH:19]=2)[CH2:25][CH2:26][O:27][CH2:28][CH2:29]1. (4) Given the reactants [CH3:1][NH:2][CH2:3][C:4]1[CH:5]=[N:6][CH:7]=[CH:8][CH:9]=1.O=C1CCC(=O)N1[O:17][C:18](=O)[C:19]1[CH:24]=[CH:23][C:22]([O:25][C:26](=[O:35])[N:27]([CH3:34])[C:28]2[CH:33]=[CH:32][CH:31]=[CH:30][CH:29]=2)=[CH:21][CH:20]=1, predict the reaction product. The product is: [CH3:1][N:2]([CH2:3][C:4]1[CH:5]=[N:6][CH:7]=[CH:8][CH:9]=1)[C:18]([C:19]1[CH:24]=[CH:23][C:22]([O:25][C:26](=[O:35])[N:27]([CH3:34])[C:28]2[CH:29]=[CH:30][CH:31]=[CH:32][CH:33]=2)=[CH:21][CH:20]=1)=[O:17]. (5) Given the reactants [NH:1]1[C:5]2=[C:6]([O:10][C:11]3[CH:16]=[CH:15][C:14]([NH2:17])=[CH:13][C:12]=3[F:18])[N:7]=[CH:8][CH:9]=[C:4]2[CH:3]=[CH:2]1.[C:19]1([CH2:25][C:26]([N:28]=[C:29]=[S:30])=[O:27])[CH:24]=[CH:23][CH:22]=[CH:21][CH:20]=1, predict the reaction product. The product is: [NH:1]1[C:5]2=[C:6]([O:10][C:11]3[CH:16]=[CH:15][C:14]([NH:17][C:29]([NH:28][C:26](=[O:27])[CH2:25][C:19]4[CH:20]=[CH:21][CH:22]=[CH:23][CH:24]=4)=[S:30])=[CH:13][C:12]=3[F:18])[N:7]=[CH:8][CH:9]=[C:4]2[CH:3]=[CH:2]1. (6) Given the reactants [CH3:1][O:2][C:3]1[CH:4]=[C:5]([CH:8]=[CH:9][C:10]=1[O:11][C:12]1[CH:17]=[CH:16][CH:15]=[C:14]([C:18]([F:21])([F:20])[F:19])[CH:13]=1)[CH:6]=[O:7].[BH4-].[Na+], predict the reaction product. The product is: [CH3:1][O:2][C:3]1[CH:4]=[C:5]([CH2:6][OH:7])[CH:8]=[CH:9][C:10]=1[O:11][C:12]1[CH:17]=[CH:16][CH:15]=[C:14]([C:18]([F:19])([F:21])[F:20])[CH:13]=1. (7) The product is: [CH2:38]([O:45][C:46]1[C:51]([CH2:52][N:53]([CH2:54][CH2:55][OH:56])[C:4](=[O:6])[C:3]2[C:7]([F:13])=[CH:8][CH:9]=[C:10]([O:11][CH3:12])[C:2]=2[Cl:1])=[C:50]([CH3:57])[CH:49]=[C:48]([CH3:58])[N:47]=1)[C:39]1[CH:44]=[CH:43][CH:42]=[CH:41][CH:40]=1. Given the reactants [Cl:1][C:2]1[C:10]([O:11][CH3:12])=[CH:9][CH:8]=[C:7]([F:13])[C:3]=1[C:4]([OH:6])=O.CN(C(ON1N=NC2C=CC=NC1=2)=[N+](C)C)C.F[P-](F)(F)(F)(F)F.[CH2:38]([O:45][C:46]1[C:51]([CH2:52][NH:53][CH2:54][CH2:55][OH:56])=[C:50]([CH3:57])[CH:49]=[C:48]([CH3:58])[N:47]=1)[C:39]1[CH:44]=[CH:43][CH:42]=[CH:41][CH:40]=1, predict the reaction product. (8) The product is: [CH3:14][C:15]1[C:16]([C:2]2[CH:3]=[C:4]([N+:10]([O-:12])=[O:11])[C:5]([C:8]#[N:9])=[N:6][CH:7]=2)=[N:17][CH:18]=[CH:19][CH:20]=1. Given the reactants Br[C:2]1[CH:3]=[C:4]([N+:10]([O-:12])=[O:11])[C:5]([C:8]#[N:9])=[N:6][CH:7]=1.[Br-].[CH3:14][C:15]1[C:16]([Zn+])=[N:17][CH:18]=[CH:19][CH:20]=1, predict the reaction product.